This data is from Catalyst prediction with 721,799 reactions and 888 catalyst types from USPTO. The task is: Predict which catalyst facilitates the given reaction. (1) Reactant: C[O:2][C:3](=[O:20])[CH:4]([CH:17]1[CH2:19][CH2:18]1)[N:5]([CH3:16])[C:6]([O:8][CH2:9][C:10]1[CH:15]=[CH:14][CH:13]=[CH:12][CH:11]=1)=[O:7].[OH-].[Na+]. Product: [C:6]([N:5]([CH3:16])[CH:4]([CH:17]1[CH2:19][CH2:18]1)[C:3]([OH:20])=[O:2])([O:8][CH2:9][C:10]1[CH:15]=[CH:14][CH:13]=[CH:12][CH:11]=1)=[O:7]. The catalyst class is: 467. (2) Reactant: [Br:1][C:2]1[CH:3]=[C:4]([CH:16]=[C:17]([Cl:19])[CH:18]=1)[O:5][NH:6][C:7](=[O:15])OC1C=CC=CC=1.[C:20]([NH2:29])([C:23]1[CH:28]=[CH:27][CH:26]=[CH:25][CH:24]=1)([CH3:22])[CH3:21].C(N(CC)CC)C. Product: [Br:1][C:2]1[CH:3]=[C:4]([CH:16]=[C:17]([Cl:19])[CH:18]=1)[O:5][NH:6][C:7]([NH:29][C:20]([C:23]1[CH:28]=[CH:27][CH:26]=[CH:25][CH:24]=1)([CH3:22])[CH3:21])=[O:15]. The catalyst class is: 7.